Dataset: Full USPTO retrosynthesis dataset with 1.9M reactions from patents (1976-2016). Task: Predict the reactants needed to synthesize the given product. (1) Given the product [Cl:1][C:2]1[CH:3]=[N:4][C:5]2[N:6]([N:8]=[C:9]([C:11]([N:22]3[CH2:21][CH2:20][N:19]4[C:15]([CH3:14])=[CH:16][N:17]=[C:18]4[CH:23]3[CH3:24])=[O:13])[CH:10]=2)[CH:7]=1, predict the reactants needed to synthesize it. The reactants are: [Cl:1][C:2]1[CH:3]=[N:4][C:5]2[N:6]([N:8]=[C:9]([C:11]([OH:13])=O)[CH:10]=2)[CH:7]=1.[CH3:14][C:15]1[N:19]2[CH2:20][CH2:21][NH:22][CH:23]([CH3:24])[C:18]2=[N:17][CH:16]=1. (2) Given the product [CH3:1][O:2][C:3]1[C:7]([CH2:8][NH2:9])=[CH:6][N:5]([C:20]2[CH:25]=[N:24][C:23]([C:26]([F:29])([F:27])[F:28])=[CH:22][N:21]=2)[N:4]=1, predict the reactants needed to synthesize it. The reactants are: [CH3:1][O:2][C:3]1[C:7]([CH2:8][N:9]2C(=O)C3C(=CC=CC=3)C2=O)=[CH:6][N:5]([C:20]2[CH:25]=[N:24][C:23]([C:26]([F:29])([F:28])[F:27])=[CH:22][N:21]=2)[N:4]=1.NN.O.